Dataset: Full USPTO retrosynthesis dataset with 1.9M reactions from patents (1976-2016). Task: Predict the reactants needed to synthesize the given product. (1) Given the product [N:1]1([C:13](=[O:14])[C:12]2[N:10]([CH3:11])[CH:9]=[N:8][C:7]=2[N:5]([CH3:6])[C:3]1=[O:4])[CH3:2].[C:15]([O-:23])(=[O:22])[C:16]1[CH:21]=[CH:20][CH:19]=[CH:18][CH:17]=1.[Na+:24], predict the reactants needed to synthesize it. The reactants are: [N:1]1([C:13](=[O:14])[C:12]2[N:10]([CH3:11])[CH:9]=[N:8][C:7]=2[N:5]([CH3:6])[C:3]1=[O:4])[CH3:2].[C:15]([O-:23])(=[O:22])[C:16]1[CH:21]=[CH:20][CH:19]=[CH:18][CH:17]=1.[Na+:24]. (2) Given the product [CH3:1][O:2][C:3]1[CH:4]=[C:5]([CH:11]=[CH:12][C:13]2[O:15][N:34]=[C:30]([CH2:31][CH2:32][CH3:33])[N:29]=2)[CH:6]=[CH:7][C:8]=1[O:9][CH3:10], predict the reactants needed to synthesize it. The reactants are: [CH3:1][O:2][C:3]1[CH:4]=[C:5]([CH:11]=[CH:12][C:13]([OH:15])=O)[CH:6]=[CH:7][C:8]=1[O:9][CH3:10].C(N1C=CN=C1)(N1C=CN=C1)=O.O[NH:29][C:30](=[NH:34])[CH2:31][CH2:32][CH3:33].O. (3) Given the product [Br:23][C:8]1[C:9](=[O:22])[N:10]([CH2:14][C:15]2[CH:20]=[CH:19][CH:18]=[C:17]([F:21])[CH:16]=2)[C:11]([CH3:13])=[CH:12][C:7]=1[C:33]#[C:32][C:26]1[CH:31]=[CH:30][CH:29]=[CH:28][CH:27]=1, predict the reactants needed to synthesize it. The reactants are: FC(F)(F)S(O[C:7]1[CH:12]=[C:11]([CH3:13])[N:10]([CH2:14][C:15]2[CH:20]=[CH:19][CH:18]=[C:17]([F:21])[CH:16]=2)[C:9](=[O:22])[C:8]=1[Br:23])(=O)=O.[C:26]1([C:32]#[CH:33])[CH:31]=[CH:30][CH:29]=[CH:28][CH:27]=1. (4) Given the product [OH:6][C@H:7]([CH2:13][C:14](=[O:15])[O-:16])[CH2:8][N+:9]([CH3:12])([CH3:10])[CH3:11], predict the reactants needed to synthesize it. The reactants are: C(O)(C)C.Cl.[OH:6][C@H:7]([CH2:13][C:14](=[O:16])[O-:15])[CH2:8][N+:9]([CH3:12])([CH3:11])[CH3:10]. (5) Given the product [F:18][CH:2]([F:1])[CH2:3][N:4]([C:5]1[CH:6]=[N:7][CH:8]=[CH:9][C:10]=1[C:11]1[CH:16]=[CH:15][CH:14]=[CH:13][C:12]=1[CH3:17])[C:24](=[O:25])[C:23]1[CH:27]=[C:28]([C:30]([F:31])([F:32])[F:33])[N:29]=[C:21]([C:20]([F:35])([F:19])[F:34])[CH:22]=1, predict the reactants needed to synthesize it. The reactants are: [F:1][CH:2]([F:18])[CH2:3][NH:4][C:5]1[CH:6]=[N:7][CH:8]=[CH:9][C:10]=1[C:11]1[CH:16]=[CH:15][CH:14]=[CH:13][C:12]=1[CH3:17].[F:19][C:20]([F:35])([F:34])[C:21]1[CH:22]=[C:23]([CH:27]=[C:28]([C:30]([F:33])([F:32])[F:31])[N:29]=1)[C:24](O)=[O:25]. (6) Given the product [N:3]1[CH:4]=[CH:5][C:6]([N:8]2[CH2:13][CH2:12][NH:11][CH2:10][CH2:9]2)=[N:7][CH:2]=1, predict the reactants needed to synthesize it. The reactants are: Cl[C:2]1[N:7]=[C:6]([N:8]2[CH2:13][CH2:12][N:11](CC3C=CC=CC=3)[CH2:10][CH2:9]2)[CH:5]=[CH:4][N:3]=1.[H][H].